Predict the reaction yield, written as a fraction of the theoretical maximum amount of product (1.0 means a 100% yield; for example, 0.34 means a 34% yield). From a dataset of Reaction yield outcomes from USPTO patents with 853,638 reactions. (1) The reactants are ClC(Cl)C(O)=O.N[C:8]1[N:9]([C:28]2[C:37]3[C:32](=[CH:33][CH:34]=[CH:35][CH:36]=3)[C:31]([CH:38]3[CH2:40][CH2:39]3)=[CH:30][CH:29]=2)[C:10]([S:13][CH2:14][C:15]([NH:17][C:18]2[CH:26]=[CH:25][C:21]([C:22]([OH:24])=[O:23])=[CH:20][C:19]=2[Cl:27])=[O:16])=[N:11][N:12]=1.N([O-])=O.[Na+].[Br:45]CBr. The catalyst is [Br-].C([N+](CC)(CC)CC)C1C=CC=CC=1. The product is [Br:45][C:8]1[N:9]([C:28]2[C:37]3[C:32](=[CH:33][CH:34]=[CH:35][CH:36]=3)[C:31]([CH:38]3[CH2:40][CH2:39]3)=[CH:30][CH:29]=2)[C:10]([S:13][CH2:14][C:15]([NH:17][C:18]2[CH:26]=[CH:25][C:21]([C:22]([OH:24])=[O:23])=[CH:20][C:19]=2[Cl:27])=[O:16])=[N:11][N:12]=1. The yield is 0.340. (2) The reactants are [C:1]1([C:21]2[CH:26]=[CH:25][CH:24]=[CH:23][CH:22]=2)[CH:6]=[CH:5][C:4]([C:7]([C:9]2[CH2:10][CH2:11][N:12]([C:15]3[N:20]=[CH:19][CH:18]=[CH:17][N:16]=3)[CH2:13][CH:14]=2)=[O:8])=[CH:3][CH:2]=1.[BH4-].[Na+]. The catalyst is CO.CCOC(C)=O. The product is [C:1]1([C:21]2[CH:26]=[CH:25][CH:24]=[CH:23][CH:22]=2)[CH:2]=[CH:3][C:4]([CH:7]([C:9]2[CH2:14][CH2:13][N:12]([C:15]3[N:16]=[CH:17][CH:18]=[CH:19][N:20]=3)[CH2:11][CH:10]=2)[OH:8])=[CH:5][CH:6]=1. The yield is 0.980. (3) The yield is 0.290. The product is [F:26][C:23]1[CH:24]=[CH:25][C:12]2[N:11]=[C:10]([C@@H:8]([NH:7][C:31]3[N:39]=[CH:38][N:37]=[C:36]4[C:32]=3[N:33]=[CH:34][NH:35]4)[CH3:9])[N:14]([C:15]3[CH:16]=[N:17][CH:18]=[C:19]([F:21])[CH:20]=3)[C:13]=2[C:22]=1[C:27]#[N:28]. The reactants are C(OC(=O)[NH:7][C@H:8]([C:10]1[N:14]([C:15]2[CH:16]=[N:17][CH:18]=[C:19]([F:21])[CH:20]=2)[C:13]2[C:22]([C:27]#[N:28])=[C:23]([F:26])[CH:24]=[CH:25][C:12]=2[N:11]=1)[CH3:9])(C)(C)C.Cl[C:31]1[N:39]=[CH:38][N:37]=[C:36]2[C:32]=1[N:33]=[CH:34][N:35]2C1CCCCO1.CCN(C(C)C)C(C)C. The catalyst is Cl.O1CCOCC1.CO. (4) The reactants are [CH2:1]([N:5]1[C:13](=[O:14])[C:12]2[N:11]([CH2:15][CH:16]=[CH2:17])[C:10]([C:18]([O:20]C)=[O:19])=[N:9][C:8]=2[N:7]([CH2:22][CH2:23][CH2:24][CH3:25])[C:6]1=[O:26])[CH2:2][CH2:3][CH3:4].[Li+].[OH-].Cl.CCOC(C)=O. The catalyst is CO.O. The product is [CH2:1]([N:5]1[C:13](=[O:14])[C:12]2[N:11]([CH2:15][CH:16]=[CH2:17])[C:10]([C:18]([OH:20])=[O:19])=[N:9][C:8]=2[N:7]([CH2:22][CH2:23][CH2:24][CH3:25])[C:6]1=[O:26])[CH2:2][CH2:3][CH3:4]. The yield is 0.850. (5) The reactants are C([N:8]1[CH2:13][C:12]([CH3:15])([CH3:14])[C:11]2[S:16][C:17]([C:19]([O:21][CH2:22][CH3:23])=[O:20])=[CH:18][C:10]=2[CH2:9]1)C1C=CC=CC=1.C([O-])([O-])=O.[K+].[K+].[Cl:30]C(OC(Cl)C)=O. The catalyst is C(Cl)Cl.CCO. The product is [ClH:30].[CH3:14][C:12]1([CH3:15])[CH2:13][NH:8][CH2:9][C:10]2[CH:18]=[C:17]([C:19]([O:21][CH2:22][CH3:23])=[O:20])[S:16][C:11]1=2. The yield is 0.790. (6) The reactants are [CH3:1][C:2]1[C:10]([N+:11]([O-:13])=[O:12])=[CH:9][CH:8]=[CH:7][C:3]=1[C:4]([OH:6])=[O:5].[Br:14]N1C(C)(C)C(=O)N(Br)C1=O. The catalyst is OS(O)(=O)=O. The product is [Br:14][C:8]1[CH:9]=[C:10]([N+:11]([O-:13])=[O:12])[C:2]([CH3:1])=[C:3]([CH:7]=1)[C:4]([OH:6])=[O:5]. The yield is 0.810.